From a dataset of Catalyst prediction with 721,799 reactions and 888 catalyst types from USPTO. Predict which catalyst facilitates the given reaction. (1) Reactant: CC1C=CC(S(OCC2CC3C=CC=C(C4C=C(C(F)(F)F)C=C(C(F)(F)F)C=4)C=3O2)(=O)=O)=CC=1.[N-]=[N+]=[N-].[Na+].N(CC1CC2C=C(Cl)C=C(C3C=CSC=3)C=2O1)=[N+]=[N-].[N:59]([CH2:62][CH:63]1[CH2:67][C:66]2[CH:68]=[CH:69][CH:70]=[C:71]([C:72]3[CH:77]=[C:76]([C:78]([F:81])([F:80])[F:79])[CH:75]=[C:74]([C:82]([F:85])([F:84])[F:83])[CH:73]=3)[C:65]=2[O:64]1)=[N+]=[N-].[N-]=[N+]=[N-]. Product: [F:80][C:78]([F:79])([F:81])[C:76]1[CH:77]=[C:72]([C:71]2[C:65]3[O:64][CH:63]([CH2:62][NH2:59])[CH2:67][C:66]=3[CH:68]=[CH:69][CH:70]=2)[CH:73]=[C:74]([C:82]([F:83])([F:84])[F:85])[CH:75]=1. The catalyst class is: 45. (2) Reactant: [CH3:1][N:2]([CH3:20])[C:3]1[CH:8]=[C:7]([CH2:9]O)[N:6]=[C:5]([C:11]2[CH:16]=[C:15]([N:17]([CH3:19])[CH3:18])[CH:14]=[CH:13][N:12]=2)[CH:4]=1.S(Cl)([Cl:23])=O. Product: [Cl:23][CH2:9][C:7]1[N:6]=[C:5]([C:11]2[CH:16]=[C:15]([N:17]([CH3:19])[CH3:18])[CH:14]=[CH:13][N:12]=2)[CH:4]=[C:3]([N:2]([CH3:20])[CH3:1])[CH:8]=1. The catalyst class is: 4.